From a dataset of Protein-peptide binding for MDM2, ACE2, and 12ca5 with 34 validated binders. Binary Classification. Given protein and peptide amino acid sequences, predict whether they interact or not. (1) The peptide is ASFAEYWNALSPK. The protein target is MDM2 with sequence MCNTNMSVPTDGAVTTSQIPASEQETLVRPKPLLLKLLKSVGAQKDTYTMKEVLFYLGQYIMTKRLYDEKQQHIVYCSNDLLGDLFGVPSFSVKEHRKIYTMIYRNLVVVNQQESSDSGTSVSENRCHLEGGSDQKDLVQELQEEKPSSSHLVSRPSTSSRRRAISETEENSDELSGERQRKRHKSDSISLSFDESLALCVIREICCERSSSSESTGTPSNPDLDAGVSEHSGDWLDQDSVSDQFSVEFEVESLDSEDYSLSEEGQELSDEDDEVYQVTVYQAGESDTDSFEEDPEISLADYWKCTSCNEMNPPLPSHCNRCWALRENWLPEDKGKDKGEISEKAKLENSTQAEEGFDVPDCKKTIVNDSRESCVEENDDKITQASQSQESEDYSQPSTSSSIIYSSQEDVKEFEREETQDKEESVESSLPLNAIEPCVICQGRPKNGCIVHGKTGHLMACFTCAKKLKKRNKPCPVCRQPIQMIVLTYFP. (2) The protein target is MDM2 with sequence MCNTNMSVPTDGAVTTSQIPASEQETLVRPKPLLLKLLKSVGAQKDTYTMKEVLFYLGQYIMTKRLYDEKQQHIVYCSNDLLGDLFGVPSFSVKEHRKIYTMIYRNLVVVNQQESSDSGTSVSENRCHLEGGSDQKDLVQELQEEKPSSSHLVSRPSTSSRRRAISETEENSDELSGERQRKRHKSDSISLSFDESLALCVIREICCERSSSSESTGTPSNPDLDAGVSEHSGDWLDQDSVSDQFSVEFEVESLDSEDYSLSEEGQELSDEDDEVYQVTVYQAGESDTDSFEEDPEISLADYWKCTSCNEMNPPLPSHCNRCWALRENWLPEDKGKDKGEISEKAKLENSTQAEEGFDVPDCKKTIVNDSRESCVEENDDKITQASQSQESEDYSQPSTSSSIIYSSQEDVKEFEREETQDKEESVESSLPLNAIEPCVICQGRPKNGCIVHGKTGHLMACFTCAKKLKKRNKPCPVCRQPIQMIVLTYFP. The peptide is TSFAAYWAALSAK. (3) The protein target is MDM2 with sequence MCNTNMSVPTDGAVTTSQIPASEQETLVRPKPLLLKLLKSVGAQKDTYTMKEVLFYLGQYIMTKRLYDEKQQHIVYCSNDLLGDLFGVPSFSVKEHRKIYTMIYRNLVVVNQQESSDSGTSVSENRCHLEGGSDQKDLVQELQEEKPSSSHLVSRPSTSSRRRAISETEENSDELSGERQRKRHKSDSISLSFDESLALCVIREICCERSSSSESTGTPSNPDLDAGVSEHSGDWLDQDSVSDQFSVEFEVESLDSEDYSLSEEGQELSDEDDEVYQVTVYQAGESDTDSFEEDPEISLADYWKCTSCNEMNPPLPSHCNRCWALRENWLPEDKGKDKGEISEKAKLENSTQAEEGFDVPDCKKTIVNDSRESCVEENDDKITQASQSQESEDYSQPSTSSSIIYSSQEDVKEFEREETQDKEESVESSLPLNAIEPCVICQGRPKNGCIVHGKTGHLMACFTCAKKLKKRNKPCPVCRQPIQMIVLTYFP. The peptide is TSFAEYWNLLAAK.